Dataset: Peptide-MHC class II binding affinity with 134,281 pairs from IEDB. Task: Regression. Given a peptide amino acid sequence and an MHC pseudo amino acid sequence, predict their binding affinity value. This is MHC class II binding data. (1) The peptide sequence is GLAYKFVVPGAATPY. The MHC is DRB1_1302 with pseudo-sequence DRB1_1302. The binding affinity (normalized) is 0.819. (2) The peptide sequence is QVPLVQQQQYLGQQQP. The MHC is HLA-DPA10103-DPB10401 with pseudo-sequence HLA-DPA10103-DPB10401. The binding affinity (normalized) is 0.325.